Predict the reactants needed to synthesize the given product. From a dataset of Full USPTO retrosynthesis dataset with 1.9M reactions from patents (1976-2016). (1) Given the product [CH2:1]([N:8]1[CH2:13][CH2:12][CH:11]([N:14]([C:15]2[CH:20]=[CH:19][C:18]([Cl:21])=[C:17]([Cl:22])[CH:16]=2)[C:23](=[O:26])[CH2:24][CH3:25])[CH2:10][CH2:9]1)[C:2]1[CH:3]=[CH:4][CH:5]=[CH:6][CH:7]=1, predict the reactants needed to synthesize it. The reactants are: [CH2:1]([N:8]1[CH2:13][CH2:12][CH:11]([NH:14][C:15]2[CH:20]=[CH:19][C:18]([Cl:21])=[C:17]([Cl:22])[CH:16]=2)[CH2:10][CH2:9]1)[C:2]1[CH:7]=[CH:6][CH:5]=[CH:4][CH:3]=1.[C:23](O[C:23](=[O:26])[CH2:24][CH3:25])(=[O:26])[CH2:24][CH3:25]. (2) Given the product [CH3:1][NH:2][C:3]([CH:5]1[CH2:14][C:13]2[N:15]([CH3:19])[C:16]([CH3:18])=[N:17][C:12]=2[C:11]2[NH:10][C@H:9]([C:20]3[CH:25]=[CH:24][CH:23]=[CH:22][CH:21]=3)[C@@H:8]([O:26][C:33](=[O:35])[CH3:34])[C:7](=[O:27])[C:6]1=2)=[O:4], predict the reactants needed to synthesize it. The reactants are: [CH3:1][NH:2][C:3]([CH:5]1[CH2:14][C:13]2[N:15]([CH3:19])[C:16]([CH3:18])=[N:17][C:12]=2[C:11]2[NH:10][C@H:9]([C:20]3[CH:25]=[CH:24][CH:23]=[CH:22][CH:21]=3)[C@@H:8]([OH:26])[C:7](=[O:27])[C:6]1=2)=[O:4].CS(O)(=O)=O.[C:33](OC(=O)C)(=[O:35])[CH3:34]. (3) Given the product [ClH:41].[ClH:41].[CH3:1][N:2]1[C:10]2[CH:9]=[C:8]([N:11]3[CH:16]=[CH:15][C:14]([O:17][CH2:18][C:19]4[CH:20]=[CH:21][C:22]([C:25]([F:27])([F:26])[F:28])=[CH:23][CH:24]=4)=[CH:13][C:12]3=[O:29])[CH:7]=[CH:6][C:5]=2[C:4]2[CH2:30][NH:31][CH2:32][CH2:33][C:3]1=2, predict the reactants needed to synthesize it. The reactants are: [CH3:1][N:2]1[C:10]2[CH:9]=[C:8]([N:11]3[CH:16]=[CH:15][C:14]([O:17][CH2:18][C:19]4[CH:24]=[CH:23][C:22]([C:25]([F:28])([F:27])[F:26])=[CH:21][CH:20]=4)=[CH:13][C:12]3=[O:29])[CH:7]=[CH:6][C:5]=2[C:4]2[CH2:30][N:31](C(OC(C)(C)C)=O)[CH2:32][CH2:33][C:3]1=2.[ClH:41]. (4) Given the product [CH:35]([OH:37])=[O:36].[CH2:28]([NH:27][C:25](=[O:26])[C:24]1[CH:23]=[C:22]([C:18]2[CH:17]=[C:16]3[C:21]([C:13]([C:7]4[CH:6]=[CH:5][N:4]=[C:3]([CH3:2])[CH:8]=4)=[N:14][NH:15]3)=[CH:20][CH:19]=2)[C:32]([CH3:33])=[C:31]([F:34])[CH:30]=1)[CH3:29], predict the reactants needed to synthesize it. The reactants are: Cl.[CH3:2][C:3]1[CH:8]=[C:7](B(O)O)[CH:6]=[CH:5][N:4]=1.Br[C:13]1[C:21]2[C:16](=[CH:17][C:18]([C:22]3[CH:23]=[C:24]([CH:30]=[C:31]([F:34])[C:32]=3[CH3:33])[C:25]([NH:27][CH2:28][CH3:29])=[O:26])=[CH:19][CH:20]=2)[NH:15][N:14]=1.[C:35](=O)([O-:37])[OH:36].[Na+]. (5) The reactants are: FC(F)(F)C(O)=O.[Br:8][C:9]1[CH:14]=[CH:13][C:12]([C:15]2(O)[CH2:18][CH:17]([C:19]([O:21][CH3:22])=[O:20])[CH2:16]2)=[CH:11][CH:10]=1.[SiH](CC)(CC)CC. Given the product [Br:8][C:9]1[CH:10]=[CH:11][C:12]([CH:15]2[CH2:16][CH:17]([C:19]([O:21][CH3:22])=[O:20])[CH2:18]2)=[CH:13][CH:14]=1, predict the reactants needed to synthesize it.